This data is from Catalyst prediction with 721,799 reactions and 888 catalyst types from USPTO. The task is: Predict which catalyst facilitates the given reaction. Reactant: [CH3:1][O:2][CH2:3][CH2:4][O:5][C:6]1[CH:11]=[CH:10][C:9](/[CH:12]=[CH:13]/[C:14]([O:16]CC)=[O:15])=[C:8]([O:19][CH2:20][C:21]2[N:22]=[C:23]([C:27]3[CH:32]=[CH:31][CH:30]=[CH:29][CH:28]=3)[O:24][C:25]=2[CH3:26])[CH:7]=1.[OH-].[Na+]. Product: [CH3:1][O:2][CH2:3][CH2:4][O:5][C:6]1[CH:11]=[CH:10][C:9](/[CH:12]=[CH:13]/[C:14]([OH:16])=[O:15])=[C:8]([O:19][CH2:20][C:21]2[N:22]=[C:23]([C:27]3[CH:32]=[CH:31][CH:30]=[CH:29][CH:28]=3)[O:24][C:25]=2[CH3:26])[CH:7]=1. The catalyst class is: 214.